Dataset: Reaction yield outcomes from USPTO patents with 853,638 reactions. Task: Predict the reaction yield, written as a fraction of the theoretical maximum amount of product (1.0 means a 100% yield; for example, 0.34 means a 34% yield). (1) The reactants are [CH3:1][Si:2]([CH3:10])([CH3:9])[O:3][C:4]([CH3:8])([C:6]#[CH:7])[CH3:5].[Li]CCCC.[C:16]([C:18]1[CH:29]=[CH:28][C:21]([C:22](N(OC)C)=[O:23])=[CH:20][CH:19]=1)#[N:17]. The catalyst is C1COCC1. The product is [CH3:5][C:4]([O:3][Si:2]([CH3:10])([CH3:9])[CH3:1])([CH3:8])[C:6]#[C:7][C:22]([C:21]1[CH:28]=[CH:29][C:18]([C:16]#[N:17])=[CH:19][CH:20]=1)=[O:23]. The yield is 0.680. (2) The reactants are O.[NH2:2][CH:3]1[C:9](=[O:10])[N:8]([CH2:11][C:12]2[CH:17]=[CH:16][C:15]([O:18][CH3:19])=[CH:14][CH:13]=2)[C:7]2[CH:20]=[CH:21][CH:22]=[CH:23][C:6]=2[C:5]2[CH:24]=[CH:25][CH:26]=[CH:27][C:4]1=2.C([O-])([O-])=O.[K+].[K+].Cl[C:35]([O:37][CH:38]1[CH:43]([CH:44]([CH3:46])[CH3:45])[CH2:42][CH2:41][C@@H:40]([CH3:47])[CH2:39]1)=[O:36]. The catalyst is C1COCC1. The product is [CH:44]([C@@H:43]1[CH2:42][CH2:41][C@@H:40]([CH3:47])[CH2:39][C@H:38]1[O:37][C:35](=[O:36])[NH:2][C@@H:3]1[C:9](=[O:10])[N:8]([CH2:11][C:12]2[CH:13]=[CH:14][C:15]([O:18][CH3:19])=[CH:16][CH:17]=2)[C:7]2[CH:20]=[CH:21][CH:22]=[CH:23][C:6]=2[C:5]2[CH:24]=[CH:25][CH:26]=[CH:27][C:4]1=2)([CH3:45])[CH3:46]. The yield is 0.450. (3) The reactants are [CH2:1]1[CH2:6][C@H:5]([C:7]([OH:9])=[O:8])[CH2:4][CH2:3][C@H:2]1[CH2:10][NH2:11].[C:12]([O:20][CH:21]([O:25][C:26](ON1C(=O)CCC1=O)=[O:27])[CH2:22][CH2:23][CH3:24])(=[O:19])[C:13]1[CH:18]=[CH:17][CH:16]=[CH:15][CH:14]=1. The catalyst is CC(OC)(C)C.CC(C)=O.O. The product is [C:12]([O:20][CH:21]([O:25][C:26]([NH:11][CH2:10][C@H:2]1[CH2:3][CH2:4][C@H:5]([C:7]([OH:9])=[O:8])[CH2:6][CH2:1]1)=[O:27])[CH2:22][CH2:23][CH3:24])(=[O:19])[C:13]1[CH:18]=[CH:17][CH:16]=[CH:15][CH:14]=1. The yield is 0.190. (4) The reactants are [CH3:1][C:2]1([CH3:12])[CH2:11][NH:10][C@H:9]2[C@H:4]([CH2:5][CH2:6][CH2:7][CH2:8]2)[NH:3]1.Br[C:14]1[CH:19]=[CH:18][C:17]([F:20])=[C:16]([Cl:21])[CH:15]=1.P(C(C)(C)C)(C(C)(C)C)C(C)(C)C.[H+].[B-](F)(F)(F)F.CC([O-])(C)C.[Na+].[O-]S([O-])(=O)=O.[Mg+2]. The catalyst is CC([O-])=O.CC([O-])=O.[Pd+2].CCOC(C)=O.O.C1(C)C=CC=CC=1. The product is [ClH:21].[Cl:21][C:16]1[CH:15]=[C:14]([N:10]2[C@H:9]3[C@H:4]([CH2:5][CH2:6][CH2:7][CH2:8]3)[NH:3][C:2]([CH3:12])([CH3:1])[CH2:11]2)[CH:19]=[CH:18][C:17]=1[F:20]. The yield is 0.460. (5) The reactants are [CH3:1][C:2]1[N:7]=[C:6]2[S:8][C:9]([NH:11]C(=O)OCC)=[N:10][C:5]2=[N:4][CH:3]=1.[OH-].[Na+].Cl. No catalyst specified. The product is [CH3:1][C:2]1[N:7]=[C:6]2[S:8][C:9]([NH2:11])=[N:10][C:5]2=[N:4][CH:3]=1. The yield is 0.506. (6) The reactants are [Br:1][C:2]1[CH:6]=[N:5][N:4]([CH3:7])[C:3]=1[C:8]1[CH:9]=[C:10]([NH2:22])[CH:11]=[CH:12][C:13]=1[O:14][CH2:15][CH2:16][N:17]1[CH2:21][CH2:20][CH2:19][CH2:18]1.[F:23][C:24]1[CH:29]=[C:28]([F:30])[CH:27]=[CH:26][C:25]=1[N:31]=[C:32]=[O:33]. The catalyst is CC(N(C)C)=O.CS(C)=O. The product is [Br:1][C:2]1[CH:6]=[N:5][N:4]([CH3:7])[C:3]=1[C:8]1[CH:9]=[C:10]([NH:22][C:32]([NH:31][C:25]2[CH:26]=[CH:27][C:28]([F:30])=[CH:29][C:24]=2[F:23])=[O:33])[CH:11]=[CH:12][C:13]=1[O:14][CH2:15][CH2:16][N:17]1[CH2:18][CH2:19][CH2:20][CH2:21]1. The yield is 0.590. (7) The reactants are [Br:1][C:2]1[CH:7]=[CH:6][C:5]([OH:8])=[C:4]([O:9][CH3:10])[CH:3]=1.[CH2:11](Br)[C:12]1[CH:17]=[CH:16][CH:15]=[CH:14][CH:13]=1.C(=O)([O-])[O-].[Cs+].[Cs+]. The catalyst is CC(C)=O. The product is [CH2:11]([O:8][C:5]1[CH:6]=[CH:7][C:2]([Br:1])=[CH:3][C:4]=1[O:9][CH3:10])[C:12]1[CH:17]=[CH:16][CH:15]=[CH:14][CH:13]=1. The yield is 1.00.